Binary Classification. Given a miRNA mature sequence and a target amino acid sequence, predict their likelihood of interaction. From a dataset of Experimentally validated miRNA-target interactions with 360,000+ pairs, plus equal number of negative samples. (1) The miRNA is mmu-miR-7b-5p with sequence UGGAAGACUUGUGAUUUUGUUGUU. The protein sequence of the target gene is MAAVEAETGLLTLESLPTDPLLLILSFVDYRDLINCCYVSRRLSQLSTHDPLWRRHCKKYWLISEEEKAGKSQCWRSLFIETYSDVGRYIDHYAAIKKAWRDLKKYLEPRCPRMVLSLKEGAREEDLDAVEAQIGCKLPDDYRCSYRIHNGQKLVVPGLLGSMALSNHYRSEDLLDVDTAAGGFQQRQGLKYCLPLTFCIHTGLSQYIAVEAAEGRNKNEVFYQCPDQMARNPAAIDMFIIGATFTDWFTSYVNNVVSGGFPIIRDQIFRYIHDPECVATTGDITVSVSTSFLPELSSVH.... Result: 1 (interaction). (2) The miRNA is mmu-miR-384-5p with sequence UGUAAACAAUUCCUAGGCAAUGU. The protein sequence of the target gene is MPVSASLACKNYDYDYDSIQPYFYFDNDDEDFYHHQQGQTQPSAPSEDIWKKFELLPTPPLSPSRRQSLSTAEQLEMVSEFLGDDVVSQSFICDDADYSQSFIKSIIIQDCMWSGFSAAAKLEKVVSERLASLHAERKELMSDSNSNRLNASYLQDLSTSASECIDPSVVFPYPLTECGKAGKVASPQPMLVLDTPPNSSSSSGSDSEDEEEEDEEEEEEEEEEEEEEEEEEIDVVTVEKRQKRHETDASESRYPSPLVLKRCHVSTHQHNYAAHPSTRHDQPAVKRLRLEASNNHSINS.... Result: 0 (no interaction). (3) Result: 0 (no interaction). The protein sequence of the target gene is MAEKRRGSPCSMLSLKAHAFSVEALIGAEKQQQLQKKRRKLGAEEAAGAVDDGGCSRGGGAGEKGSSEGDEGAALPPPAGATSGPARSGADLERGAAGGCEDGFQQGASPLASPGGSPKGSPARSLARPGTPLPSPQAPRVDLQGAELWKRFHEIGTEMIITKAGRRMFPAMRVKISGLDPHQQYYIAMDIVPVDNKRYRYVYHSSKWMVAGNADSPVPPRVYIHPDSPASGETWMRQVISFDKLKLTNNELDDQGHIILHSMHKYQPRVHVIRKDCGDDLSPIKPVPSGEGVKAFSFPE.... The miRNA is hsa-miR-875-3p with sequence CCUGGAAACACUGAGGUUGUG. (4) The miRNA is hsa-miR-3119 with sequence UGGCUUUUAACUUUGAUGGC. The protein sequence of the target gene is MASNWRASASWYSHPVYARYWQHYHHAMLWMQGHQNAYRKFRDSYFTSPWLFPHGALPWNSPAYEAGHPWDSQGQHMAQQESPYRVSHPKSPGQPLRNSSRTQASTRGNEARCEEEELESDSDDEVECDLSNMEITEELRQYFAQTERHREERRRQQQLDAERLNDYVNADHGLYFNHRRSLEPPSEKPWERRQAEMKRLYGNSAPKILAMETAVQLSFDKHCDRKQPKYWPVIPLKF. Result: 0 (no interaction). (5) The miRNA is mmu-miR-881-3p with sequence AACUGUGUCUUUUCUGAAUAGA. The protein sequence of the target gene is MPTQRDSSTMSHTVACGGGGDHSHQVRVKAYYRGDIMITHFEPSISFEGLCSEVRDMCSFDNEQPFTMKWIDEEGDPCTVSSQLELEEAFRLYELNKDSELLIHVFPCVPERPGMPCPGEDKSIYRRGARRWRKLYCANGHTFQAKRFNRRAHCAICTDRIWGLGRQGYKCINCKLLVHKKCHKLVTIECGRHSLPPEPMMPMDQTMHPDHTQTVIPYNPSSHESLDQVGEEKEAMNTRESGKASSSLGLQDFDLLRVIGRGSYAKVLLVRLKKTDRIYAMKVVKKELVNDDEDIDWVQT.... Result: 1 (interaction). (6) The miRNA is hsa-miR-544b with sequence ACCUGAGGUUGUGCAUUUCUAA. The protein sequence of the target gene is METPPLPPACTKQGHQKPLDSKDDNTEKHCPVTVNPWHMKKAFKVMNELRSQNLLCDVTIVAEDMEISAHRVVLAACSPYFHAMFTGEMSESRAKRVRIKEVDGWTLRMLIDYVYTAEIQVTEENVQVLLPAAGLLQLQDVKKTCCEFLESQLHPVNCLGIRAFADMHACTDLLNKANTYAEQHFADVVLSEEFLNLGIEQVCSLISSDKLTISSEEKVFEAVIAWVNHDKDVRQEFMARLMEHVRLPLLPREYLVQRVEEEALVKNSSACKDYLIEAMKYHLLPTEQRILMKSVRTRLR.... Result: 0 (no interaction).